From a dataset of Reaction yield outcomes from USPTO patents with 853,638 reactions. Predict the reaction yield, written as a fraction of the theoretical maximum amount of product (1.0 means a 100% yield; for example, 0.34 means a 34% yield). (1) The reactants are [Cl:1][C:2]1[N:7]=[C:6]([C:8]([OH:10])=O)[C:5]([C:11]([F:14])([F:13])[F:12])=[CH:4][CH:3]=1.[NH2:15][C:16]1[C:25]([CH3:26])=[CH:24][C:19]([C:20]([O:22][CH3:23])=[O:21])=[CH:18][C:17]=1[CH3:27].C(N(C(C)C)CC)(C)C.CCCP1(OP(CCC)(=O)OP(CCC)(=O)O1)=O. The catalyst is C(Cl)Cl. The product is [Cl:1][C:2]1[N:7]=[C:6]([C:8]([NH:15][C:16]2[C:17]([CH3:27])=[CH:18][C:19]([C:20]([O:22][CH3:23])=[O:21])=[CH:24][C:25]=2[CH3:26])=[O:10])[C:5]([C:11]([F:14])([F:13])[F:12])=[CH:4][CH:3]=1. The yield is 0.665. (2) The reactants are [O:1]1[C:5]2[CH:6]=[CH:7][C:8]([CH:10]=[C:11]([C:14]#[N:15])[C:12]#[N:13])=[CH:9][C:4]=2[O:3][CH2:2]1.[C:16]([C:24]1[CH:29]=[CH:28][CH:27]=[CH:26][CH:25]=1)(=O)[C:17]1C=CC=CC=1.C([O-])(=O)C.[NH4+:34]. The yield is 0.0700. The catalyst is C1(C)C=CC=CC=1. The product is [NH2:13][CH2:12][C:11]1[C:14]([NH2:34])=[N:15][C:16]([C:24]2[CH:29]=[CH:28][CH:27]=[CH:26][CH:25]=2)=[CH:17][C:10]=1[C:8]1[CH:7]=[CH:6][C:5]2[O:1][CH2:2][O:3][C:4]=2[CH:9]=1. (3) The reactants are [CH3:1][O:2][C:3]([C:5]1[CH:10]=[CH:9][C:8]([Br:11])=[CH:7][N:6]=1)=[O:4].C1C=C([Cl:18])C=C(C(OO)=O)C=1.BrC1C=CC(C(OC)=O)=[N+]([O-])C=1.P(Cl)(Cl)(Cl)=O. The catalyst is C(Cl)Cl. The product is [CH3:1][O:2][C:3]([C:5]1[CH:10]=[CH:9][C:8]([Br:11])=[C:7]([Cl:18])[N:6]=1)=[O:4]. The yield is 0.590. (4) The reactants are [F:1][C:2]1[CH:3]=[C:4]([NH:31][C:32](=[O:45])[CH2:33][C:34]([NH:36][C:37]2[CH:42]=[CH:41][CH:40]=[CH:39][C:38]=2[O:43][CH3:44])=[O:35])[CH:5]=[CH:6][C:7]=1[O:8][C:9]1[CH:14]=[CH:13][N:12]=[C:11]2[CH:15]=[C:16]([C:18]3[N:19]=[CH:20][N:21](COCC[Si](C)(C)C)[CH:22]=3)[S:17][C:10]=12. The catalyst is C(O)(C(F)(F)F)=O. The product is [NH:21]1[CH:22]=[C:18]([C:16]2[S:17][C:10]3[C:11](=[N:12][CH:13]=[CH:14][C:9]=3[O:8][C:7]3[CH:6]=[CH:5][C:4]([NH:31][C:32](=[O:45])[CH2:33][C:34]([NH:36][C:37]4[CH:42]=[CH:41][CH:40]=[CH:39][C:38]=4[O:43][CH3:44])=[O:35])=[CH:3][C:2]=3[F:1])[CH:15]=2)[N:19]=[CH:20]1. The yield is 1.00. (5) The reactants are [C:1]1([C:7]2[N:11]([CH2:12][CH2:13][C:14]#[C:15][Si](C)(C)C)[N:10]=[CH:9][CH:8]=2)[CH:6]=[CH:5][CH:4]=[CH:3][CH:2]=1.[C:20]1([C:26]2[CH:27]=[CH:28][N:29]([CH2:31][CH2:32][C:33]#[C:34][Si](C)(C)C)[N:30]=2)[CH:25]=[CH:24][CH:23]=[CH:22][CH:21]=1. No catalyst specified. The product is [CH2:31]([N:29]1[CH:28]=[CH:27][C:26]([C:20]2[CH:25]=[CH:24][CH:23]=[CH:22][CH:21]=2)=[N:30]1)[CH2:32][C:33]#[CH:34].[CH2:12]([N:11]1[C:7]([C:1]2[CH:6]=[CH:5][CH:4]=[CH:3][CH:2]=2)=[CH:8][CH:9]=[N:10]1)[CH2:13][C:14]#[CH:15]. The yield is 0.130. (6) The reactants are Cl[C:2]1[C:3]2[CH:10]=[CH:9][N:8]([C@H:11]3[C@@H:15]4[O:16][C:17]([CH3:20])([CH3:19])[O:18][C@@H:14]4[CH:13]([CH2:21][N:22]([CH2:26][CH2:27][CH2:28][CH2:29][C:30]4[NH:34][C:33]5[CH:35]=[CH:36][C:37]([C:39]([CH3:42])([CH3:41])[CH3:40])=[CH:38][C:32]=5[N:31]=4)[CH:23]([CH3:25])[CH3:24])[CH2:12]3)[C:4]=2[N:5]=[CH:6][N:7]=1.[NH3:43]. No catalyst specified. The product is [C:39]([C:37]1[CH:36]=[CH:35][C:33]2[NH:34][C:30]([CH2:29][CH2:28][CH2:27][CH2:26][N:22]([CH2:21][CH:13]3[C@H:14]4[O:18][C:17]([CH3:20])([CH3:19])[O:16][C@H:15]4[C@H:11]([N:8]4[C:4]5[N:5]=[CH:6][N:7]=[C:2]([NH2:43])[C:3]=5[CH:10]=[CH:9]4)[CH2:12]3)[CH:23]([CH3:25])[CH3:24])=[N:31][C:32]=2[CH:38]=1)([CH3:42])([CH3:41])[CH3:40]. The yield is 0.670. (7) The reactants are FC(F)(F)C1C=C(NC(=O)NC2C=CC(C3SC(CCC(OC)=O)=NC=3)=CC=2)C=CC=1.[NH2:32][C:33]1[CH:38]=[CH:37][C:36]([C:39]2[S:43][C:42]([CH:44]3[CH2:49][CH2:48][CH:47]([C:50]([O:52][CH3:53])=[O:51])[CH2:46][CH2:45]3)=[N:41][CH:40]=2)=[CH:35][CH:34]=1.[N:54]([C:57]1[CH:65]=[CH:64][C:60]2[O:61][CH2:62][O:63][C:59]=2[CH:58]=1)=[C:55]=[O:56]. No catalyst specified. The product is [O:61]1[C:60]2[CH:64]=[CH:65][C:57]([NH:54][C:55](=[O:56])[NH:32][C:33]3[CH:34]=[CH:35][C:36]([C:39]4[S:43][C:42]([CH:44]5[CH2:45][CH2:46][CH:47]([C:50]([O:52][CH3:53])=[O:51])[CH2:48][CH2:49]5)=[N:41][CH:40]=4)=[CH:37][CH:38]=3)=[CH:58][C:59]=2[O:63][CH2:62]1. The yield is 0.660. (8) The reactants are [NH2:1][C:2]1[CH:3]=[C:4]([OH:8])[CH:5]=[CH:6][CH:7]=1.C([O:11][C:12](=O)[C:13]([C:25]#[N:26])=[CH:14][C:15]1[CH:20]=[C:19]([O:21][CH3:22])[CH:18]=[C:17]([O:23][CH3:24])[CH:16]=1)C. No catalyst specified. The product is [NH2:1][C:2]1[CH:3]=[C:4]2[C:5]([C:14]([C:15]3[CH:20]=[C:19]([O:21][CH3:22])[CH:18]=[C:17]([O:23][CH3:24])[CH:16]=3)=[C:13]([C:25]#[N:26])[C:12](=[O:11])[O:8]2)=[CH:6][CH:7]=1. The yield is 0.00500. (9) The reactants are [C:1]([OH:7])([C:3]([F:6])([F:5])[F:4])=[O:2].[C:8]12([C:18]([C:20]3[CH:25]=[CH:24][C:23]([C:26]([NH:28][C:29]4[CH:38]=[CH:37][C:36]([Cl:39])=[CH:35][C:30]=4[C:31]([O:33][CH3:34])=[O:32])=[O:27])=[CH:22][CH:21]=3)=O)[CH2:17][CH:12]3[CH2:13][CH:14]([CH2:16][CH:10]([CH2:11]3)[CH2:9]1)[CH2:15]2.C([SiH](CC)CC)C. The catalyst is C(OCC)(=O)C. The product is [C:8]12([CH2:18][C:20]3[CH:21]=[CH:22][C:23]([C:26]([NH:28][C:29]4[CH:38]=[CH:37][C:36]([Cl:39])=[CH:35][C:30]=4[C:31]([O:33][CH3:34])=[O:32])=[O:27])=[CH:24][CH:25]=3)[CH2:9][CH:10]3[CH2:11][CH:12]([CH2:13][CH:14]([CH2:16]3)[CH2:15]1)[CH2:17]2.[C:8]12([CH:18]([O:2][C:1](=[O:7])[C:3]([F:6])([F:5])[F:4])[C:20]3[CH:21]=[CH:22][C:23]([C:26]([NH:28][C:29]4[CH:38]=[CH:37][C:36]([Cl:39])=[CH:35][C:30]=4[C:31]([O:33][CH3:34])=[O:32])=[O:27])=[CH:24][CH:25]=3)[CH2:9][CH:10]3[CH2:11][CH:12]([CH2:13][CH:14]([CH2:16]3)[CH2:15]1)[CH2:17]2. The yield is 0.210.